Dataset: Forward reaction prediction with 1.9M reactions from USPTO patents (1976-2016). Task: Predict the product of the given reaction. The product is: [CH:1]1([C:6]2[N:10]([C:11]3[CH:16]=[CH:15][CH:14]=[CH:13][C:12]=3[F:17])[N:9]=[N:8][C:7]=2[C:18]2[O:20][N:31]=[C:28]([C:23]3[CH:24]=[CH:25][CH:26]=[CH:27][C:22]=3[F:21])[N:29]=2)[CH2:2][CH2:3][CH2:4][CH2:5]1. Given the reactants [CH:1]1([C:6]2[N:10]([C:11]3[CH:16]=[CH:15][CH:14]=[CH:13][C:12]=3[F:17])[N:9]=[N:8][C:7]=2[C:18]([OH:20])=O)[CH2:5][CH2:4][CH2:3][CH2:2]1.[F:21][C:22]1[CH:27]=[CH:26][CH:25]=[CH:24][C:23]=1[C:28](=[NH:31])[NH:29]O, predict the reaction product.